From a dataset of Catalyst prediction with 721,799 reactions and 888 catalyst types from USPTO. Predict which catalyst facilitates the given reaction. (1) Reactant: [C:1]([N:4]([C:12]1[N:13]=[C:14]2[CH:19]=[CH:18][C:17](I)=[CH:16][N:15]2[CH:21]=1)[C:5](=[O:11])[O:6][C:7]([CH3:10])([CH3:9])[CH3:8])(=[O:3])[CH3:2].[B:22]1([B:22]2[O:26][C:25]([CH3:28])([CH3:27])[C:24]([CH3:30])([CH3:29])[O:23]2)[O:26][C:25]([CH3:28])([CH3:27])[C:24]([CH3:30])([CH3:29])[O:23]1.C([O-])(=O)C.[K+].C1(P(C2CCCCC2)C2CCCCC2)CCCCC1. Product: [C:1]([N:4]([C:12]1[N:13]=[C:14]2[CH:19]=[CH:18][C:17]([B:22]3[O:26][C:25]([CH3:28])([CH3:27])[C:24]([CH3:30])([CH3:29])[O:23]3)=[CH:16][N:15]2[CH:21]=1)[C:5](=[O:11])[O:6][C:7]([CH3:10])([CH3:9])[CH3:8])(=[O:3])[CH3:2]. The catalyst class is: 817. (2) Reactant: [CH:1]([N:3]1[C:10]2[N:6]([N:7]=[CH:8][C:9]=2[CH:11](O)[CH2:12][CH2:13][NH:14][C:15](=[O:21])[O:16][C:17]([CH3:20])([CH3:19])[CH3:18])[CH2:5][CH2:4]1)=[O:2].C1(P([N:37]=[N+:38]=[N-:39])(C2C=CC=CC=2)=O)C=CC=CC=1.C1(P(C2C=CC=CC=2)C2C=CC=CC=2)C=CC=CC=1.N(C(OC(C)C)=O)=NC(OC(C)C)=O. Product: [N:37]([CH:11]([C:9]1[CH:8]=[N:7][N:6]2[CH2:5][CH2:4][N:3]([CH:1]=[O:2])[C:10]=12)[CH2:12][CH2:13][NH:14][C:15](=[O:21])[O:16][C:17]([CH3:20])([CH3:19])[CH3:18])=[N+:38]=[N-:39]. The catalyst class is: 7. (3) Reactant: C(O[C:6](=O)[N:7]([CH2:9][CH2:10][N:11]1[CH2:16][C:15]([CH3:18])([CH3:17])[N:14]([CH2:19][C:20]2[CH:25]=[C:24]([C:26]3[CH:31]=[CH:30][C:29]([O:32]COC)=[CH:28][CH:27]=3)[N:23]=[C:22]3[N:36](C4CCCCO4)[N:37]=[C:38]([CH3:39])[C:21]=23)[CH2:13][C:12]1([CH3:47])[CH3:46])C)(C)(C)C.Cl. Product: [CH3:39][C:38]1[C:21]2[C:22](=[N:23][C:24]([C:26]3[CH:31]=[CH:30][C:29]([OH:32])=[CH:28][CH:27]=3)=[CH:25][C:20]=2[CH2:19][N:14]2[CH2:13][C:12]([CH3:46])([CH3:47])[N:11]([CH2:10][CH2:9][NH:7][CH3:6])[CH2:16][C:15]2([CH3:18])[CH3:17])[NH:36][N:37]=1. The catalyst class is: 12. (4) Reactant: [CH2:1]([C:5]1[CH:6]=[CH:7][C:8]([NH:15][S:16]([C:19]2[CH:24]=[CH:23][CH:22]=[C:21]([C:25]([N:27]3[CH2:32][CH2:31][N:30]([C:33]4[CH:38]=[CH:37][CH:36]=[CH:35][C:34]=4[O:39][CH3:40])[CH2:29][CH2:28]3)=[O:26])[CH:20]=2)(=[O:18])=[O:17])=[C:9]([CH:14]=1)[C:10]([O:12]C)=[O:11])[CH2:2][CH2:3][CH3:4].O[Li].O. Product: [CH2:1]([C:5]1[CH:6]=[CH:7][C:8]([NH:15][S:16]([C:19]2[CH:24]=[CH:23][CH:22]=[C:21]([C:25]([N:27]3[CH2:28][CH2:29][N:30]([C:33]4[CH:38]=[CH:37][CH:36]=[CH:35][C:34]=4[O:39][CH3:40])[CH2:31][CH2:32]3)=[O:26])[CH:20]=2)(=[O:18])=[O:17])=[C:9]([CH:14]=1)[C:10]([OH:12])=[O:11])[CH2:2][CH2:3][CH3:4]. The catalyst class is: 36. (5) Reactant: [CH:1]([O:4][C:5]1[CH:6]=[CH:7][C:8]([NH:11][C:12]([C@H:14]2[C@H:19]3[CH2:20][CH2:21][C@H:16]([CH2:17][N:18]3[S:22]([C:25]3[N:26]=[CH:27][N:28]([CH3:30])[CH:29]=3)(=[O:24])=[O:23])[CH2:15]2)=[O:13])=[N:9][CH:10]=1)([CH3:3])[CH3:2].CCCCCC. Product: [CH:1]([O:4][C:5]1[CH:6]=[CH:7][C:8]([NH:11][C:12]([CH:14]2[CH:19]3[CH2:20][CH2:21][CH:16]([CH2:17][N:18]3[S:22]([C:25]3[N:26]=[CH:27][N:28]([CH3:30])[CH:29]=3)(=[O:24])=[O:23])[CH2:15]2)=[O:13])=[N:9][CH:10]=1)([CH3:3])[CH3:2]. The catalyst class is: 8. (6) Reactant: [CH3:1][CH:2]1[C:7]([CH3:9])([OH:8])[CH:6]([OH:10])[CH2:5][CH:4]([C:11]2[CH:16]=[CH:15][N:14]=[CH:13][C:12]=2[N+:17]([O-:19])=[O:18])[O:3]1.N1C=CN=C1.[C:25]([Si:29](Cl)([CH3:31])[CH3:30])([CH3:28])([CH3:27])[CH3:26].O. Product: [Si:29]([O:10][CH:6]1[CH2:5][CH:4]([C:11]2[CH:16]=[CH:15][N:14]=[CH:13][C:12]=2[N+:17]([O-:19])=[O:18])[O:3][CH:2]([CH3:1])[C:7]1([CH3:9])[OH:8])([C:25]([CH3:28])([CH3:27])[CH3:26])([CH3:31])[CH3:30]. The catalyst class is: 3. (7) Reactant: C([N:4]([C:10]1[CH:15]=[CH:14][C:13]([CH3:16])=[C:12]([CH3:17])[CH:11]=1)[C@@H:5]([C:7]([OH:9])=[O:8])[CH3:6])(=O)C.[ClH:18]. Product: [ClH:18].[CH3:17][C:12]1[CH:11]=[C:10]([NH:4][C@@H:5]([C:7]([OH:9])=[O:8])[CH3:6])[CH:15]=[CH:14][C:13]=1[CH3:16]. The catalyst class is: 15. (8) Reactant: [Cl:1][C:2]1[CH:7]=[CH:6][C:5]([C@H:8]2[C@H:13]([OH:14])[C@@H:12]([OH:15])[C@H:11]([OH:16])[C@@H:10]([CH2:17][OH:18])[O:9]2)=[CH:4][C:3]=1[CH2:19][C:20]1[CH:25]=[CH:24][C:23]([O:26][CH2:27][CH3:28])=[CH:22][CH:21]=1.[C:29](Cl)([C:42]1[CH:47]=[CH:46][CH:45]=[CH:44][CH:43]=1)([C:36]1[CH:41]=[CH:40][CH:39]=[CH:38][CH:37]=1)[C:30]1[CH:35]=[CH:34][CH:33]=[CH:32][CH:31]=1. Product: [Cl:1][C:2]1[CH:7]=[CH:6][C:5]([C@H:8]2[C@H:13]([OH:14])[C@@H:12]([OH:15])[C@H:11]([OH:16])[C@@H:10]([CH2:17][O:18][C:29]([C:30]3[CH:35]=[CH:34][CH:33]=[CH:32][CH:31]=3)([C:42]3[CH:43]=[CH:44][CH:45]=[CH:46][CH:47]=3)[C:36]3[CH:37]=[CH:38][CH:39]=[CH:40][CH:41]=3)[O:9]2)=[CH:4][C:3]=1[CH2:19][C:20]1[CH:21]=[CH:22][C:23]([O:26][CH2:27][CH3:28])=[CH:24][CH:25]=1. The catalyst class is: 228. (9) Reactant: [C:1]([N:8]1[CH2:13][CH2:12][NH:11][CH2:10][CH2:9]1)([O:3][C:4]([CH3:7])([CH3:6])[CH3:5])=[O:2].[OH-].[Na+].[Br:16][C:17]1[CH:25]=[CH:24][C:20]([C:21](Cl)=[O:22])=[CH:19][CH:18]=1. Product: [Br:16][C:17]1[CH:25]=[CH:24][C:20]([C:21]([N:11]2[CH2:10][CH2:9][N:8]([C:1]([O:3][C:4]([CH3:7])([CH3:6])[CH3:5])=[O:2])[CH2:13][CH2:12]2)=[O:22])=[CH:19][CH:18]=1. The catalyst class is: 1. (10) Reactant: [N:1]1[CH:6]=[CH:5][CH:4]=[CH:3][C:2]=1[CH3:7].[Li]CCCC.[C:13]([N:20]1[CH2:25][CH2:24][C:23](=[O:26])[CH2:22][CH2:21]1)([O:15][C:16]([CH3:19])([CH3:18])[CH3:17])=[O:14]. Product: [C:16]([O:15][C:13]([N:20]1[CH2:25][CH2:24][C:23]([OH:26])([CH2:7][C:2]2[CH:3]=[CH:4][CH:5]=[CH:6][N:1]=2)[CH2:22][CH2:21]1)=[O:14])([CH3:19])([CH3:17])[CH3:18]. The catalyst class is: 1.